The task is: Regression/Classification. Given a drug SMILES string, predict its absorption, distribution, metabolism, or excretion properties. Task type varies by dataset: regression for continuous measurements (e.g., permeability, clearance, half-life) or binary classification for categorical outcomes (e.g., BBB penetration, CYP inhibition). For this dataset (clearance_hepatocyte_az), we predict log10(clearance) (log10 of the in vitro intrinsic clearance, CLint, in uL/min per 10^6 hepatocytes; values are censored to the assay range of 3 to 150, which is 0.477 to 2.18 on this log10 scale).. This data is from Hepatocyte clearance measurements from AstraZeneca. The molecule is COc1ccc([C@@H]2Sc3ccccc3N(CCN(C)C)C(=O)[C@@H]2OC(C)=O)cc1. The log10(clearance) is 0.970.